This data is from Forward reaction prediction with 1.9M reactions from USPTO patents (1976-2016). The task is: Predict the product of the given reaction. (1) Given the reactants [C:1]([O:5][C:6]([N:8]1[CH2:13][CH2:12][N:11]([C:14]2[CH:23]=[CH:22][CH:21]=[C:20]3[C:15]=2[CH:16]=[CH:17][N:18]=[CH:19]3)[CH2:10][CH2:9]1)=[O:7])([CH3:4])([CH3:3])[CH3:2].[CH2:24](O)[CH3:25], predict the reaction product. The product is: [C:1]([O:5][C:6]([N:8]1[CH2:13][CH2:12][N:11]([C:14]2[CH:23]=[CH:22][CH:21]=[C:20]3[C:15]=2[CH2:16][CH2:17][N:18]([CH2:24][CH3:25])[CH2:19]3)[CH2:10][CH2:9]1)=[O:7])([CH3:4])([CH3:2])[CH3:3]. (2) Given the reactants [CH2:1]([N:8]1[C:16]2[CH:15]=[CH:14][CH:13]=[C:12]([NH2:17])[C:11]=2[CH:10]=[N:9]1)[C:2]1[CH:7]=[CH:6][CH:5]=[CH:4][CH:3]=1.[Br:18]N1C(=O)CCC1=O, predict the reaction product. The product is: [CH2:1]([N:8]1[C:16]2[CH:15]=[CH:14][C:13]([Br:18])=[C:12]([NH2:17])[C:11]=2[CH:10]=[N:9]1)[C:2]1[CH:3]=[CH:4][CH:5]=[CH:6][CH:7]=1. (3) The product is: [N:1]([C@@H:22]1[CH2:27][CH2:26][CH2:25][CH2:24][C@@H:23]1[OH:28])=[N+:2]=[N-:3]. Given the reactants [N-:1]=[N+:2]=[N-:3].[Na+].O(S(C(F)(F)F)(=O)=O)S(C(F)(F)F)(=O)=O.Cl.N[C@@H:22]1[CH2:27][CH2:26][CH2:25][CH2:24][C@@H:23]1[OH:28].S(N=[N+]=[N-])(C(F)(F)F)(=O)=O.C(Cl)Cl, predict the reaction product.